Dataset: CYP2D6 inhibition data for predicting drug metabolism from PubChem BioAssay. Task: Regression/Classification. Given a drug SMILES string, predict its absorption, distribution, metabolism, or excretion properties. Task type varies by dataset: regression for continuous measurements (e.g., permeability, clearance, half-life) or binary classification for categorical outcomes (e.g., BBB penetration, CYP inhibition). Dataset: cyp2d6_veith. The compound is CC(C)(O)[C@H]1O[C@@H]2CC[C@]3(C)[C@@]4(C)c5[nH]c6ccccc6c5C[C@@H]4CC[C@]3(O)C2=CC1=O. The result is 0 (non-inhibitor).